Dataset: Full USPTO retrosynthesis dataset with 1.9M reactions from patents (1976-2016). Task: Predict the reactants needed to synthesize the given product. (1) Given the product [F:1][C:2]1[CH:31]=[C:30]([CH:29]=[CH:28][C:3]=1[O:4][C:5]1[C:14]2[C:9](=[CH:10][C:11]([O:17][CH2:18][CH2:19][CH2:20][N:21]3[CH2:22][CH2:23][N:24]([CH3:27])[CH2:25][CH2:26]3)=[C:12]([O:15][CH3:16])[CH:13]=2)[N:8]=[CH:7][CH:6]=1)[NH2:32], predict the reactants needed to synthesize it. The reactants are: [F:1][C:2]1[CH:31]=[C:30]([N+:32]([O-])=O)[CH:29]=[CH:28][C:3]=1[O:4][C:5]1[C:14]2[C:9](=[CH:10][C:11]([O:17][CH2:18][CH2:19][CH2:20][N:21]3[CH2:26][CH2:25][N:24]([CH3:27])[CH2:23][CH2:22]3)=[C:12]([O:15][CH3:16])[CH:13]=2)[N:8]=[CH:7][CH:6]=1.[H][H]. (2) The reactants are: [C:1]([O:5][C:6]([N:8]1[CH2:17][CH2:16][C:15]2[C:10](=[CH:11][CH:12]=[C:13]([CH2:18][OH:19])[CH:14]=2)[CH2:9]1)=[O:7])([CH3:4])([CH3:3])[CH3:2].[Cl:20][C:21]1[CH:26]=[CH:25][C:24](O)=[CH:23][C:22]=1[C:28]([F:31])([F:30])[F:29].C1C=CC(P(C2C=CC=CC=2)C2C=CC=CC=2)=CC=1.N(C(N1CCCCC1)=O)=NC(N1CCCCC1)=O. Given the product [C:1]([O:5][C:6]([N:8]1[CH2:17][CH2:16][C:15]2[C:10](=[CH:11][CH:12]=[C:13]([CH2:18][O:19][C:24]3[CH:25]=[CH:26][C:21]([Cl:20])=[C:22]([C:28]([F:31])([F:30])[F:29])[CH:23]=3)[CH:14]=2)[CH2:9]1)=[O:7])([CH3:4])([CH3:2])[CH3:3], predict the reactants needed to synthesize it. (3) Given the product [NH2:1][C:2]1[S:3][C:4]([C:24]2[CH:29]=[CH:28][CH:27]=[CH:26][C:25]=2[Cl:30])=[C:5]([C:7]2[S:23][C:10]3[C:11]4[CH:19]=[CH:18][C:17]([C:20]([NH2:34])=[O:21])=[CH:16][C:12]=4[O:13][CH2:14][CH2:15][C:9]=3[CH:8]=2)[N:6]=1, predict the reactants needed to synthesize it. The reactants are: [NH2:1][C:2]1[S:3][C:4]([C:24]2[CH:29]=[CH:28][CH:27]=[CH:26][C:25]=2[Cl:30])=[C:5]([C:7]2[S:23][C:10]3[C:11]4[CH:19]=[CH:18][C:17]([C:20](O)=[O:21])=[CH:16][C:12]=4[O:13][CH2:14][CH2:15][C:9]=3[CH:8]=2)[N:6]=1.[Cl-].[NH4+].C[N:34](C(ON1N=NC2C=CC=NC1=2)=[N+](C)C)C.F[P-](F)(F)(F)(F)F.CCN(C(C)C)C(C)C. (4) Given the product [CH2:1]([C:3]1[CH:4]=[CH:5][C:6]([C@H:9]2[CH2:14][C@@H:13]([CH3:15])[N:12]3[N:16]=[CH:17][C:18]([C:19]([NH:62][CH2:61][C:60]4[CH:63]=[CH:64][C:57]([O:56][CH3:55])=[CH:58][CH:59]=4)=[O:20])=[C:11]3[NH:10]2)=[CH:7][CH:8]=1)[CH3:2], predict the reactants needed to synthesize it. The reactants are: [CH2:1]([C:3]1[CH:8]=[CH:7][C:6]([C@H:9]2[CH2:14][C@@H:13]([CH3:15])[N:12]3[N:16]=[CH:17][C:18]([C:19](O)=[O:20])=[C:11]3[NH:10]2)=[CH:5][CH:4]=1)[CH3:2].CN(C(ON1N=NC2C=CC=NC1=2)=[N+](C)C)C.F[P-](F)(F)(F)(F)F.C(N(CC)C(C)C)(C)C.[CH3:55][O:56][C:57]1[CH:64]=[CH:63][C:60]([CH2:61][NH2:62])=[CH:59][CH:58]=1. (5) Given the product [CH3:8][C:3]1([C:4]([OH:6])=[O:5])[CH2:24][S:22][S:18][CH2:2]1, predict the reactants needed to synthesize it. The reactants are: Cl[CH:2](Cl)[C:3]([CH3:8])(C)[C:4]([OH:6])=[O:5].C([O-])([O-])=O.[Na+].[Na+].C([O-])(=[S:18])C.[K+].C[S:22]([CH3:24])=O. (6) Given the product [C:10]([O:14][C:15](=[O:34])[NH:16][C:17]1([CH2:31][CH2:32][CH2:33][OH:35])[CH2:22][CH2:21][CH:20]([O:23][Si:24]([C:27]([CH3:30])([CH3:29])[CH3:28])([CH3:25])[CH3:26])[CH2:19][CH2:18]1)([CH3:13])([CH3:12])[CH3:11], predict the reactants needed to synthesize it. The reactants are: B1C2CCCC1CCC2.[C:10]([O:14][C:15](=[O:34])[NH:16][C:17]1([CH2:31][CH:32]=[CH2:33])[CH2:22][CH2:21][CH:20]([O:23][Si:24]([C:27]([CH3:30])([CH3:29])[CH3:28])([CH3:26])[CH3:25])[CH2:19][CH2:18]1)([CH3:13])([CH3:12])[CH3:11].[OH-:35].[Na+].OO. (7) Given the product [Si:15]([O:9][CH2:8][CH:7]([C:1]1[CH:6]=[CH:5][CH:4]=[CH:3][CH:2]=1)[OH:10])([C:12]([CH3:14])([CH3:13])[CH3:11])([CH3:17])[CH3:16], predict the reactants needed to synthesize it. The reactants are: [C:1]1([CH:7]([OH:10])[CH2:8][OH:9])[CH:6]=[CH:5][CH:4]=[CH:3][CH:2]=1.[CH3:11][C:12]([Si:15](Cl)([CH3:17])[CH3:16])([CH3:14])[CH3:13].C(N(CC)CC)C.